This data is from Forward reaction prediction with 1.9M reactions from USPTO patents (1976-2016). The task is: Predict the product of the given reaction. Given the reactants C([O:5][C:6]([C@H:8]1[C@H:11]([CH2:12][CH3:13])[CH2:10][N:9]1[C:14](=[O:28])[C:15]1[CH:20]=[C:19]([CH2:21][CH2:22][CH3:23])[C:18]([O:24][CH3:25])=[C:17]([O:26][CH3:27])[CH:16]=1)=[O:7])(C)(C)C.C(O)(C(F)(F)F)=O, predict the reaction product. The product is: [CH3:27][O:26][C:17]1[CH:16]=[C:15]([CH:20]=[C:19]([CH2:21][CH2:22][CH3:23])[C:18]=1[O:24][CH3:25])[C:14]([N:9]1[CH2:10][C@@H:11]([CH2:12][CH3:13])[C@@H:8]1[C:6]([OH:7])=[O:5])=[O:28].